From a dataset of Peptide-MHC class I binding affinity with 185,985 pairs from IEDB/IMGT. Regression. Given a peptide amino acid sequence and an MHC pseudo amino acid sequence, predict their binding affinity value. This is MHC class I binding data. (1) The peptide sequence is VIPMFSAL. The MHC is HLA-B54:01 with pseudo-sequence HLA-B54:01. The binding affinity (normalized) is 0. (2) The peptide sequence is FETMVFPAV. The MHC is HLA-C04:01 with pseudo-sequence HLA-C04:01. The binding affinity (normalized) is 0.213. (3) The peptide sequence is GMFTDRSGSQ. The MHC is HLA-A24:02 with pseudo-sequence HLA-A24:02. The binding affinity (normalized) is 0. (4) The peptide sequence is FTSDVKAAVI. The MHC is HLA-A32:01 with pseudo-sequence HLA-A32:01. The binding affinity (normalized) is 0. (5) The peptide sequence is YSLAGSSPF. The MHC is HLA-A30:01 with pseudo-sequence HLA-A30:01. The binding affinity (normalized) is 0.0847.